This data is from Forward reaction prediction with 1.9M reactions from USPTO patents (1976-2016). The task is: Predict the product of the given reaction. (1) Given the reactants [Cl:1][C:2]1[CH:10]=[CH:9][CH:8]=[CH:7][C:3]=1[C:4]([OH:6])=O.[CH:11]1([C:14]2[N:19]=[CH:18][C:17]([CH:20]([CH2:23][C:24]3([C:27]([F:30])([F:29])[F:28])[CH2:26][CH2:25]3)[CH2:21][NH2:22])=[CH:16][CH:15]=2)[CH2:13][CH2:12]1, predict the reaction product. The product is: [Cl:1][C:2]1[CH:10]=[CH:9][CH:8]=[CH:7][C:3]=1[C:4]([NH:22][CH2:21][CH:20]([C:17]1[CH:18]=[N:19][C:14]([CH:11]2[CH2:12][CH2:13]2)=[CH:15][CH:16]=1)[CH2:23][C:24]1([C:27]([F:28])([F:29])[F:30])[CH2:26][CH2:25]1)=[O:6]. (2) Given the reactants [NH2:1][C:2]1[C:7]([NH2:8])=[CH:6][C:5]([C:9]2[CH:10]=[N:11][C:12]([C:15]([OH:18])([CH3:17])[CH3:16])=[N:13][CH:14]=2)=[C:4]([F:19])[C:3]=1[CH:20]1[CH2:24][CH2:23][CH2:22][O:21]1.[CH2:25]([NH:27][C:28]([NH:30][C:31](SC)=NC(=O)NCC)=[O:29])[CH3:26].C([O-])(O)=O.[Na+], predict the reaction product. The product is: [CH2:25]([NH:27][C:28]([NH:30][C:31]1[NH:1][C:2]2[C:3]([CH:20]3[CH2:24][CH2:23][CH2:22][O:21]3)=[C:4]([F:19])[C:5]([C:9]3[CH:10]=[N:11][C:12]([C:15]([OH:18])([CH3:16])[CH3:17])=[N:13][CH:14]=3)=[CH:6][C:7]=2[N:8]=1)=[O:29])[CH3:26]. (3) The product is: [N:28]1([C:34]([O:15][CH2:14][C:11]2[CH:12]=[CH:13][C:8]([C:7]3[CH:6]=[CH:5][C:4]([N:16]4[CH2:20][C@H:19]([CH2:21][N:22]5[CH:26]=[CH:25][N:24]=[N:23]5)[O:18][C:17]4=[O:27])=[CH:3][C:2]=3[F:1])=[CH:9][N:10]=2)=[O:35])[CH2:33][CH2:32][O:31][CH2:30][CH2:29]1. Given the reactants [F:1][C:2]1[CH:3]=[C:4]([N:16]2[CH2:20][C@H:19]([CH2:21][N:22]3[CH:26]=[CH:25][N:24]=[N:23]3)[O:18][C:17]2=[O:27])[CH:5]=[CH:6][C:7]=1[C:8]1[CH:9]=[N:10][C:11]([CH2:14][OH:15])=[CH:12][CH:13]=1.[N:28]1([C:34](Cl)=[O:35])[CH2:33][CH2:32][O:31][CH2:30][CH2:29]1, predict the reaction product. (4) Given the reactants CCN(C(C)C)C(C)C.[F:10][C:11]([F:28])([F:27])[O:12][C:13]1[CH:14]=[CH:15][CH:16]=[C:17]2[C:22]=1[O:21][C:20](=[O:23])[C:19]([C:24]([OH:26])=O)=[CH:18]2.CN(C(ON1N=NC2C=CC=NC1=2)=[N+](C)C)C.F[P-](F)(F)(F)(F)F.[NH2:53][C:54]1[CH:55]=[C:56]([C:60]2[CH:65]=[CH:64][CH:63]=[CH:62][C:61]=2[NH:66][C:67](=[O:69])[CH3:68])[CH:57]=[CH:58][CH:59]=1, predict the reaction product. The product is: [C:67]([NH:66][C:61]1[CH:62]=[CH:63][CH:64]=[CH:65][C:60]=1[C:56]1[CH:57]=[CH:58][CH:59]=[C:54]([NH:53][C:24]([C:19]2[C:20](=[O:23])[O:21][C:22]3[C:17]([CH:18]=2)=[CH:16][CH:15]=[CH:14][C:13]=3[O:12][C:11]([F:10])([F:28])[F:27])=[O:26])[CH:55]=1)(=[O:69])[CH3:68]. (5) Given the reactants Br[C:2]1[CH:3]=[C:4]([O:8][CH:9]2[CH2:14][CH2:13][N:12](C(OC(C)(C)C)=O)[CH2:11][CH2:10]2)[CH:5]=[CH:6][CH:7]=1.[CH2:22]([N:24]1[C:28]2=[N:29][C:30]([CH2:69][CH3:70])=[C:31]([CH2:40][NH:41][C:42]([C:44]3[CH:49]=[CH:48][CH:47]=[C:46]([C:50]([NH:52][CH2:53][C:54]4[CH:59]=[CH:58][CH:57]=[C:56](B5OC(C)(C)C(C)(C)O5)[CH:55]=4)=[O:51])[CH:45]=3)=[O:43])[C:32]([NH:33][CH:34]3[CH2:39][CH2:38][O:37][CH2:36][CH2:35]3)=[C:27]2[CH:26]=[N:25]1)[CH3:23].C([O-])([O-])=O.[K+].[K+].C(O)(C(F)(F)F)=O, predict the reaction product. The product is: [CH2:22]([N:24]1[C:28]2=[N:29][C:30]([CH2:69][CH3:70])=[C:31]([CH2:40][NH:41][C:42]([C:44]3[CH:49]=[CH:48][CH:47]=[C:46]([C:50]([NH:52][CH2:53][C:54]4[CH:59]=[C:58]([C:2]5[CH:7]=[CH:6][CH:5]=[C:4]([O:8][CH:9]6[CH2:10][CH2:11][NH:12][CH2:13][CH2:14]6)[CH:3]=5)[CH:57]=[CH:56][CH:55]=4)=[O:51])[CH:45]=3)=[O:43])[C:32]([NH:33][CH:34]3[CH2:39][CH2:38][O:37][CH2:36][CH2:35]3)=[C:27]2[CH:26]=[N:25]1)[CH3:23]. (6) Given the reactants Br[C:2]1[CH:7]=[CH:6][CH:5]=[CH:4][CH:3]=1.[CH:8]([C:10]1[CH:15]=[CH:14][C:13]([Mg]Cl)=[CH:12][CH:11]=1)=[CH2:9].[Cl-].[NH4+], predict the reaction product. The product is: [CH:8]([C:10]1[CH:15]=[CH:14][C:13]([C:2]2[CH:7]=[CH:6][CH:5]=[CH:4][CH:3]=2)=[CH:12][CH:11]=1)=[CH2:9].